This data is from Reaction yield outcomes from USPTO patents with 853,638 reactions. The task is: Predict the reaction yield, written as a fraction of the theoretical maximum amount of product (1.0 means a 100% yield; for example, 0.34 means a 34% yield). (1) The reactants are [CH3:1][NH:2][C:3]([C:5]1[CH:6]=[C:7]2[C:12](=[CH:13][C:14]=1[O:15][CH3:16])[N:11]=[CH:10][CH:9]=[C:8]2[O:17][C:18]1[CH:23]=[CH:22][C:21]([Cl:24])=[C:20]([NH2:25])[CH:19]=1)=[O:4].[N:26]1[CH:31]=C[CH:29]=[CH:28][CH:27]=1.ClC(OC1C=CC=CC=1)=[O:34].C1(N)CC1. The catalyst is CN(C)C=O.O.C(OCC)(=O)C. The product is [CH3:1][NH:2][C:3]([C:5]1[CH:6]=[C:7]2[C:12](=[CH:13][C:14]=1[O:15][CH3:16])[N:11]=[CH:10][CH:9]=[C:8]2[O:17][C:18]1[CH:23]=[CH:22][C:21]([Cl:24])=[C:20]([NH:25][C:31]([NH:26][CH:27]2[CH2:29][CH2:28]2)=[O:34])[CH:19]=1)=[O:4]. The yield is 0.743. (2) The reactants are [C:1]([C:3]1[CH:4]=[CH:5][C:6]([O:26][C:27]2[CH:32]=[C:31]([Cl:33])[CH:30]=[C:29]([Cl:34])[CH:28]=2)=[C:7]([S:9]([N:12]2[CH2:18][CH2:17][CH2:16][N:15](C(OC(C)(C)C)=O)[CH2:14][CH2:13]2)(=[O:11])=[O:10])[CH:8]=1)#[N:2].Cl. The catalyst is C(Cl)Cl.O1CCOCC1. The product is [ClH:33].[N:12]1([S:9]([C:7]2[CH:8]=[C:3]([CH:4]=[CH:5][C:6]=2[O:26][C:27]2[CH:32]=[C:31]([Cl:33])[CH:30]=[C:29]([Cl:34])[CH:28]=2)[C:1]#[N:2])(=[O:10])=[O:11])[CH2:18][CH2:17][CH2:16][NH:15][CH2:14][CH2:13]1. The yield is 0.782. (3) The reactants are [CH:1]([C:3]1[CH:4]=[C:5]([CH:18]=[CH:19][C:20]=1[OH:21])[O:6][CH2:7][C:8]1[CH:17]=[CH:16][C:11]([C:12]([O:14]C)=[O:13])=[CH:10][CH:9]=1)=[O:2]. The catalyst is CCO.[OH-].[Na+].O. The product is [CH:1]([C:3]1[CH:4]=[C:5]([CH:18]=[CH:19][C:20]=1[OH:21])[O:6][CH2:7][C:8]1[CH:17]=[CH:16][C:11]([C:12]([OH:14])=[O:13])=[CH:10][CH:9]=1)=[O:2]. The yield is 1.00. (4) The reactants are Cl[C:2]1[CH:11]=[C:10]([F:12])[CH:9]=[CH:8][C:3]=1[C:4]([O:6][CH3:7])=[O:5].[C-:13]#[N:14].[C-]#N.[Na+].C(OCC)(=O)C. The catalyst is O. The product is [C:13]([C:2]1[CH:11]=[C:10]([F:12])[CH:9]=[CH:8][C:3]=1[C:4]([O:6][CH3:7])=[O:5])#[N:14]. The yield is 0.730. (5) The reactants are Cl[C:2]1[CH:7]=[CH:6][C:5]([N+:8]([O-:10])=[O:9])=[CH:4][C:3]=1[S:11]([NH2:14])(=[O:13])=[O:12].[CH2:15]([NH2:22])[C:16]1[CH:21]=[CH:20][CH:19]=[CH:18][CH:17]=1.C(N(CC)CC)C. The catalyst is C(#N)C. The product is [CH2:15]([NH:22][C:2]1[CH:7]=[CH:6][C:5]([N+:8]([O-:10])=[O:9])=[CH:4][C:3]=1[S:11]([NH2:14])(=[O:13])=[O:12])[C:16]1[CH:21]=[CH:20][CH:19]=[CH:18][CH:17]=1. The yield is 0.840. (6) The reactants are O[Li].O.C(OC(N(C)[C@@H](C)C(N[C@H]1C2(CCOCC2)OC2C=CC=CC=2N(C[C:33]2[C:42]([O:43][CH3:44])=[CH:41][CH:40]=[C:39]3[C:34]=2[CH:35]=[CH:36][C:37]([C:45]([O:47]C)=[O:46])=[CH:38]3)C1=O)=O)=O)(C)(C)C.Cl. The catalyst is O.C1COCC1. The product is [CH3:44][O:43][C:42]1[CH:33]=[C:34]2[C:39](=[CH:40][CH:41]=1)[CH:38]=[C:37]([C:45]([OH:47])=[O:46])[CH:36]=[CH:35]2. The yield is 0.880. (7) The reactants are Cl[C:2]1[C:11]2[C:6](=[CH:7][C:8]([O:14][CH3:15])=[C:9]([O:12][CH3:13])[CH:10]=2)[N:5]=[CH:4][C:3]=1[C:16]([NH2:18])=[O:17].[CH2:19]([N:21]1[C:25]([NH2:26])=[CH:24][CH:23]=[N:22]1)[CH3:20].C(O)(=O)C. The catalyst is CN(C=O)C. The product is [CH2:19]([N:21]1[C:25]([NH:26][C:2]2[C:11]3[C:6](=[CH:7][C:8]([O:14][CH3:15])=[C:9]([O:12][CH3:13])[CH:10]=3)[N:5]=[CH:4][C:3]=2[C:16]([NH2:18])=[O:17])=[CH:24][CH:23]=[N:22]1)[CH3:20]. The yield is 0.320. (8) The reactants are CO[C:3]1(OC)[CH2:7][CH2:6][CH2:5]O1.[NH2:10][C:11]1[CH:12]=[CH:13][C:14]([Br:20])=[C:15]([CH:19]=1)[C:16]([OH:18])=[O:17]. The catalyst is CC(O)=O. The product is [Br:20][C:14]1[CH:13]=[CH:12][C:11]([N:10]2[CH:3]=[CH:7][CH:6]=[CH:5]2)=[CH:19][C:15]=1[C:16]([OH:18])=[O:17]. The yield is 0.680. (9) The reactants are [NH:1]1[C:9]2[CH:8]=[CH:7][CH:6]=[C:5]([C:10]([OH:12])=[O:11])[C:4]=2[CH:3]=[CH:2]1.Cl.[CH3:14]N(C)CCCN=C=NCC.CO. The catalyst is ClCCl. The product is [NH:1]1[C:9]2[CH:8]=[CH:7][CH:6]=[C:5]([C:10]([O:12][CH3:14])=[O:11])[C:4]=2[CH:3]=[CH:2]1. The yield is 0.790. (10) The reactants are [OH:1][C@H:2]1[CH2:19][CH2:18][C@@:17]2([CH3:20])[C@@H:4]([CH2:5][CH2:6][C@:7]3([CH3:31])[C@@H:16]2[CH2:15][CH2:14][C@H:13]2[C@@:8]3([CH3:30])[CH2:9][CH2:10][C@@:11]3([C:27]([OH:29])=O)[CH2:23][CH2:22][C@@H:21]([C:24]([CH3:26])=[CH2:25])[CH:12]32)[C:3]1([CH3:33])[CH3:32].CCN=C=NCCCN(C)C.C1C=CC2N(O)N=NC=2C=1.C(N(CC)CC)C.[NH2:62][C@H:63]1[CH2:66][C@@H:65]([C:67]([N:69]2[CH2:74][CH2:73][N:72]([CH2:75][CH3:76])[CH2:71][CH2:70]2)=[O:68])[C:64]1([CH3:78])[CH3:77]. The catalyst is C(Cl)Cl.CN(C=O)C.ClCCl. The product is [CH2:75]([N:72]1[CH2:71][CH2:70][N:69]([C:67]([C@@H:65]2[CH2:66][C@H:63]([NH:62][C:27]([C@:11]34[CH2:23][CH2:22][C@@H:21]([C:24]([CH3:26])=[CH2:25])[CH:12]3[C@@H:13]3[C@@:8]([CH3:30])([CH2:9][CH2:10]4)[C@@:7]4([CH3:31])[C@@H:16]([C@:17]5([CH3:20])[C@@H:4]([CH2:5][CH2:6]4)[C:3]([CH3:32])([CH3:33])[C@@H:2]([OH:1])[CH2:19][CH2:18]5)[CH2:15][CH2:14]3)=[O:29])[C:64]2([CH3:77])[CH3:78])=[O:68])[CH2:74][CH2:73]1)[CH3:76]. The yield is 0.363.